Dataset: Forward reaction prediction with 1.9M reactions from USPTO patents (1976-2016). Task: Predict the product of the given reaction. (1) Given the reactants [CH2:1]([N:3]1[C:11]2[CH:10]=[C:9]3[N:12](COCC[Si](C)(C)C)[C:13]([C:15]4[C:23]5[C:18](=[CH:19][C:20]([C:24]6[CH:28]=[CH:27][S:26][CH:25]=6)=[CH:21][CH:22]=5)[N:17](COCC[Si](C)(C)C)[N:16]=4)=[N:14][C:8]3=[CH:7][C:6]=2[C:5]([CH3:46])([CH3:45])[C:4]1=[O:47])[CH3:2].[F-].C([N+](CCCC)(CCCC)CCCC)CCC.C(N)CN, predict the reaction product. The product is: [CH2:1]([N:3]1[C:11]2[CH:10]=[C:9]3[NH:12][C:13]([C:15]4[C:23]5[C:18](=[CH:19][C:20]([C:24]6[CH:28]=[CH:27][S:26][CH:25]=6)=[CH:21][CH:22]=5)[NH:17][N:16]=4)=[N:14][C:8]3=[CH:7][C:6]=2[C:5]([CH3:46])([CH3:45])[C:4]1=[O:47])[CH3:2]. (2) The product is: [CH3:9][N:6]1[C:7](=[O:8])[C:2]2[NH:1][C:13]([C:14]([F:17])([F:16])[F:15])=[N:12][C:3]=2[N:4]([CH3:11])[C:5]1=[O:10]. Given the reactants [NH2:1][C:2]1[C:7](=[O:8])[N:6]([CH3:9])[C:5](=[O:10])[N:4]([CH3:11])[C:3]=1[NH:12][C:13](=O)[C:14]([F:17])([F:16])[F:15].O=P12OP3(OP(OP(O3)(O1)=O)(=O)O2)=O, predict the reaction product. (3) Given the reactants C([C@@H]1COC(=O)N1[C:14]([C@H:16]1[C@H:20]([C:21]2[CH:26]=[CH:25][C:24]([Cl:27])=[C:23]([Cl:28])[CH:22]=2)[CH2:19][N:18]([C:29]([O:31][C:32]([CH3:35])([CH3:34])[CH3:33])=[O:30])[CH2:17]1)=[O:15])C1C=CC=CC=1.[OH-].[Li+].C(O)(=O)CC(CC(O)=O)(C(O)=O)[OH:41], predict the reaction product. The product is: [C:32]([O:31][C:29]([N:18]1[CH2:19][C@@H:20]([C:21]2[CH:26]=[CH:25][C:24]([Cl:27])=[C:23]([Cl:28])[CH:22]=2)[C@H:16]([C:14]([OH:41])=[O:15])[CH2:17]1)=[O:30])([CH3:33])([CH3:34])[CH3:35]. (4) Given the reactants [OH:1][C:2]1[CH:3]=[N:4][C:5]2[C:10]([CH:11]=1)=[CH:9][CH:8]=[CH:7][CH:6]=2.C(=O)([O-])[O-].[Cs+].[Cs+].Cl[C:19]1[C:24]([Cl:25])=[CH:23][C:22]([N+:26]([O-:28])=[O:27])=[CH:21][N:20]=1, predict the reaction product. The product is: [Cl:25][C:24]1[C:19]([O:1][C:2]2[CH:3]=[N:4][C:5]3[C:10]([CH:11]=2)=[CH:9][CH:8]=[CH:7][CH:6]=3)=[N:20][CH:21]=[C:22]([N+:26]([O-:28])=[O:27])[CH:23]=1.